Binary Classification. Given a drug SMILES string, predict its activity (active/inactive) in a high-throughput screening assay against a specified biological target. From a dataset of HIV replication inhibition screening data with 41,000+ compounds from the AIDS Antiviral Screen. (1) The drug is Cc1ccc(S(=O)OC2c3ccccc3Cc3ccccc32)cc1. The result is 0 (inactive). (2) The drug is CC(=O)NN1CCN(C)CC1. The result is 0 (inactive). (3) The molecule is CS(=O)(=O)OCC1OS(=O)OC1COS(C)(=O)=O. The result is 0 (inactive). (4) The drug is COc1ccc(N(C)S(=O)(=O)c2ccccc2)cc1. The result is 0 (inactive).